Dataset: Full USPTO retrosynthesis dataset with 1.9M reactions from patents (1976-2016). Task: Predict the reactants needed to synthesize the given product. (1) Given the product [Br:32][CH2:1][C:2]1[N:3]=[C:4]2[C:9]([C:10]([F:11])([F:13])[F:12])=[CH:8][CH:7]=[CH:6][N:5]2[C:14]=1[C:15]1[CH:20]=[CH:19][CH:18]=[C:17]([O:21][C:22]2[CH:27]=[CH:26][CH:25]=[C:24]([S:28]([CH3:31])(=[O:30])=[O:29])[CH:23]=2)[CH:16]=1, predict the reactants needed to synthesize it. The reactants are: [CH3:1][C:2]1[N:3]=[C:4]2[C:9]([C:10]([F:13])([F:12])[F:11])=[CH:8][CH:7]=[CH:6][N:5]2[C:14]=1[C:15]1[CH:20]=[CH:19][CH:18]=[C:17]([O:21][C:22]2[CH:27]=[CH:26][CH:25]=[C:24]([S:28]([CH3:31])(=[O:30])=[O:29])[CH:23]=2)[CH:16]=1.[Br:32]N1C(=O)CCC1=O.CC(N=NC(C#N)(C)C)(C#N)C. (2) Given the product [C:1]([N:5]1[C:9]2[N:10]=[CH:11][N:12]=[CH:13][C:8]=2[C:7]([C:32]([C:31]2[CH:38]=[CH:39][N:40]=[C:29]([N:28]=[C:21]([C:15]3[CH:20]=[CH:19][CH:18]=[CH:17][CH:16]=3)[C:22]3[CH:27]=[CH:26][CH:25]=[CH:24][CH:23]=3)[CH:30]=2)=[O:33])=[CH:6]1)([CH3:4])([CH3:3])[CH3:2], predict the reactants needed to synthesize it. The reactants are: [C:1]([N:5]1[C:9]2[N:10]=[CH:11][N:12]=[CH:13][C:8]=2[C:7](I)=[CH:6]1)([CH3:4])([CH3:3])[CH3:2].[C:15]1([C:21](=[N:28][C:29]2[CH:30]=[C:31]([CH:38]=[CH:39][N:40]=2)[C:32](N(OC)C)=[O:33])[C:22]2[CH:27]=[CH:26][CH:25]=[CH:24][CH:23]=2)[CH:20]=[CH:19][CH:18]=[CH:17][CH:16]=1. (3) Given the product [OH:52][C:37]([C:19]1[N:25]=[CH:26][C:27]([C:2]2[N:7]=[C:6]3[N:8]([CH2:13][CH2:14][O:15][CH3:16])[C:9](=[O:12])[CH2:10][NH:11][C:5]3=[N:4][CH:3]=2)=[CH:32][CH:18]=1)([CH3:39])[CH3:38], predict the reactants needed to synthesize it. The reactants are: Br[C:2]1[N:7]=[C:6]2[N:8]([CH2:13][CH2:14][O:15][CH3:16])[C:9](=[O:12])[CH2:10][NH:11][C:5]2=[N:4][CH:3]=1.Br[C:18]1[C:19]([NH:25][CH2:26][C:27](OCC)=O)=NC=C(Br)N=1.[CH3:32]OCCN.[CH:37](N(C(C)C)CC)([CH3:39])[CH3:38].C(OCC)(=O)C.[OH2:52]. (4) Given the product [O:44]([CH2:45][CH2:46][CH2:47][CH2:48][CH2:49][CH2:50][O:38][C:37](=[O:39])[C:36]([CH3:41])([CH3:40])[CH2:35][C:7]1[N:8]([CH2:27][C:28]2[CH:33]=[CH:32][C:31]([Cl:34])=[CH:30][CH:29]=2)[C:9]2[C:14]([C:6]=1[S:5][C:1]([CH3:2])([CH3:3])[CH3:4])=[CH:13][C:12]([O:15][CH2:16][C@@H:17]1[CH2:21][CH2:20][CH2:19][N:18]1[C:22](=[O:26])[CH:23]([CH3:25])[CH3:24])=[CH:11][CH:10]=2)[N+:42]([O-:52])=[O:43], predict the reactants needed to synthesize it. The reactants are: [C:1]([S:5][C:6]1[C:14]2[C:9](=[CH:10][CH:11]=[C:12]([O:15][CH2:16][C@@H:17]3[CH2:21][CH2:20][CH2:19][N:18]3[C:22](=[O:26])[CH:23]([CH3:25])[CH3:24])[CH:13]=2)[N:8]([CH2:27][C:28]2[CH:33]=[CH:32][C:31]([Cl:34])=[CH:30][CH:29]=2)[C:7]=1[CH2:35][C:36]([CH3:41])([CH3:40])[C:37]([OH:39])=[O:38])([CH3:4])([CH3:3])[CH3:2].[N+:42]([O-:52])([O:44][CH2:45][CH2:46][CH2:47][CH2:48][CH2:49][CH2:50]Br)=[O:43]. (5) Given the product [CH:11]1([CH2:14][CH:15]([CH:5]2[CH2:10][CH2:9][O:8][CH2:7][CH2:6]2)[OH:16])[CH2:13][CH2:12]1, predict the reactants needed to synthesize it. The reactants are: [Mg].II.Br[CH:5]1[CH2:10][CH2:9][O:8][CH2:7][CH2:6]1.[CH:11]1([CH2:14][CH:15]=[O:16])[CH2:13][CH2:12]1. (6) Given the product [N:16]1[CH:15]=[CH:14][N:11]2[CH2:12][CH2:13][NH:8][CH2:9][C:10]=12, predict the reactants needed to synthesize it. The reactants are: C([N:8]1[CH2:13][CH2:12][N:11]2[CH:14]=[CH:15][N:16]=[C:10]2[CH2:9]1)C1C=CC=CC=1.C(O)=O. (7) Given the product [C:1]1([S:11]([C:14]2[C:22]3[C:17](=[CH:18][CH:19]=[C:20]([O:23][CH:24]4[CH2:28][CH2:27][N:26]([CH2:30][CH2:31][CH3:32])[CH2:25]4)[CH:21]=3)[NH:16][N:15]=2)(=[O:12])=[O:13])[C:10]2[C:5](=[CH:6][CH:7]=[CH:8][CH:9]=2)[CH:4]=[CH:3][CH:2]=1, predict the reactants needed to synthesize it. The reactants are: [C:1]1([S:11]([C:14]2[C:22]3[C:17](=[CH:18][CH:19]=[C:20]([O:23][CH:24]4[CH2:28][CH2:27][NH:26][CH2:25]4)[CH:21]=3)[NH:16][N:15]=2)(=[O:13])=[O:12])[C:10]2[C:5](=[CH:6][CH:7]=[CH:8][CH:9]=2)[CH:4]=[CH:3][CH:2]=1.Cl.[CH:30](=O)[CH2:31][CH3:32].C(O)(=O)C.C(O[BH-](OC(=O)C)OC(=O)C)(=O)C.[Na+].